Dataset: Reaction yield outcomes from USPTO patents with 853,638 reactions. Task: Predict the reaction yield, written as a fraction of the theoretical maximum amount of product (1.0 means a 100% yield; for example, 0.34 means a 34% yield). (1) The reactants are Cl.[CH:2]([N:5]1[C:9]([C:10]2[N:19]=[C:18]3[N:12]([CH2:13][CH2:14][O:15][C:16]4[CH:23]=[C:22]([C@H:24]5[CH2:29][CH2:28][NH:27][CH2:26][C@H:25]5[OH:30])[CH:21]=[CH:20][C:17]=43)[CH:11]=2)=[N:8][CH:7]=[N:6]1)([CH3:4])[CH3:3].[CH3:31][N:32]([CH3:37])[C:33](=[O:36])[CH2:34]Cl. No catalyst specified. The product is [OH:30][C@H:25]1[C@@H:24]([C:22]2[CH:21]=[CH:20][C:17]3[C:18]4[N:12]([CH:11]=[C:10]([C:9]5[N:5]([CH:2]([CH3:4])[CH3:3])[N:6]=[CH:7][N:8]=5)[N:19]=4)[CH2:13][CH2:14][O:15][C:16]=3[CH:23]=2)[CH2:29][CH2:28][N:27]([CH2:34][C:33]([N:32]([CH3:37])[CH3:31])=[O:36])[CH2:26]1. The yield is 0.570. (2) The reactants are [NH:1]1[C:9]2[C:4](=[CH:5][CH:6]=[CH:7][CH:8]=2)[CH2:3][C:2]1=[O:10].[Cl:11][S:12](O)(=[O:14])=[O:13]. No catalyst specified. The product is [O:10]=[C:2]1[CH2:3][C:4]2[C:9](=[CH:8][CH:7]=[C:6]([S:12]([Cl:11])(=[O:14])=[O:13])[CH:5]=2)[NH:1]1. The yield is 0.700. (3) The reactants are [F:1][C:2]1[CH:3]=[C:4]([CH:6]=[CH:7][C:8]=1[CH3:9])[NH2:5].Cl[CH2:11][CH2:12][C:13](Cl)=[O:14].C([O-])([O-])=O.[K+].[K+].[Al+3].[Cl-].[Cl-].[Cl-].Cl. The catalyst is CC#N. The product is [F:1][C:2]1[CH:3]=[C:4]2[C:6]([CH2:11][CH2:12][C:13](=[O:14])[NH:5]2)=[CH:7][C:8]=1[CH3:9]. The yield is 0.110. (4) The reactants are [CH2:1]([C:3]1[CH:19]=[CH:18][C:6]([O:7][C:8]2[CH:13]=[CH:12][C:11]([C:14](=[O:16])[CH3:15])=[CH:10][C:9]=2[F:17])=[C:5]([OH:20])[CH:4]=1)[CH3:2].[C:21]([NH:28][CH2:29][C:30](O)=[O:31])([O:23][C:24]([CH3:27])([CH3:26])[CH3:25])=[O:22].F[P-](F)(F)(F)(F)F.N1(O[P+](N(C)C)(N(C)C)N(C)C)C2C=CC=CC=2N=N1.C(N(CC)CC)C. The catalyst is C1COCC1. The product is [C:14]([C:11]1[CH:12]=[CH:13][C:8]([O:7][C:6]2[CH:18]=[CH:19][C:3]([CH2:1][CH3:2])=[CH:4][C:5]=2[O:20][C:30](=[O:31])[CH2:29][NH:28][C:21]([O:23][C:24]([CH3:26])([CH3:25])[CH3:27])=[O:22])=[C:9]([F:17])[CH:10]=1)(=[O:16])[CH3:15]. The yield is 0.580. (5) No catalyst specified. The reactants are [CH:1]([N:4]1[CH2:9][CH2:8][CH:7]([O:10][C:11]2[CH:23]=[C:22]3[C:14]([N:15]4[C:20](=[CH:21]3)[C:19](=[O:24])[NH:18][CH2:17][CH2:16]4)=[N:13][CH:12]=2)[CH2:6][CH2:5]1)([CH3:3])[CH3:2].[CH3:25][O:26][CH2:27][CH2:28]Br.[H-].[Na+]. The yield is 0.720. The product is [CH:1]([N:4]1[CH2:5][CH2:6][CH:7]([O:10][C:11]2[CH:23]=[C:22]3[C:14]([N:15]4[C:20](=[CH:21]3)[C:19](=[O:24])[N:18]([CH2:28][CH2:27][O:26][CH3:25])[CH2:17][CH2:16]4)=[N:13][CH:12]=2)[CH2:8][CH2:9]1)([CH3:3])[CH3:2]. (6) The reactants are [Br:1][C:2]1[CH:7]=[CH:6][CH:5]=[C:4]([C:8]([CH:11]2[CH2:13][CH2:12]2)([OH:10])[CH3:9])[C:3]=1[OH:14].C(=O)([O-])[O-].[K+].[K+].Br[CH2:22][C:23]([CH3:25])=[CH2:24]. The catalyst is C(#N)C. The product is [Br:1][C:2]1[C:3]([O:14][CH2:24][C:23]([CH3:25])=[CH2:22])=[C:4]([C:8]([CH:11]2[CH2:12][CH2:13]2)([OH:10])[CH3:9])[CH:5]=[CH:6][CH:7]=1. The yield is 0.750. (7) The reactants are [CH:1]1([CH2:6][CH:7]([C:11]2[CH:16]=[CH:15][C:14]([Cl:17])=[C:13]([Cl:18])[CH:12]=2)[C:8]([OH:10])=O)[CH2:5][CH2:4][CH2:3][CH2:2]1.F[P-](F)(F)(F)(F)F.N1(O[P+](N(C)C)(N(C)C)N(C)C)C2C=CC=CC=2N=N1.C(N(CC)C(C)C)(C)C.S(O)(O)(=O)=O.[NH2:60][C:61]1[NH:62][CH:63]=[CH:64][N:65]=1. The catalyst is CN(C)C=O. The product is [CH:1]1([CH2:6][CH:7]([C:11]2[CH:16]=[CH:15][C:14]([Cl:17])=[C:13]([Cl:18])[CH:12]=2)[C:8]([NH:60][C:61]2[NH:62][CH:63]=[CH:64][N:65]=2)=[O:10])[CH2:2][CH2:3][CH2:4][CH2:5]1. The yield is 0.330. (8) The reactants are [Br:1]Br.[N+:3]([C:6]1[CH:11]=[CH:10][C:9]([NH2:12])=[C:8]([C:13]([F:16])([F:15])[F:14])[CH:7]=1)([O-:5])=[O:4].O. The catalyst is C(O)(=O)C. The product is [Br:1][C:10]1[CH:11]=[C:6]([N+:3]([O-:5])=[O:4])[CH:7]=[C:8]([C:13]([F:14])([F:15])[F:16])[C:9]=1[NH2:12]. The yield is 0.910.